From a dataset of Forward reaction prediction with 1.9M reactions from USPTO patents (1976-2016). Predict the product of the given reaction. Given the reactants [CH3:1][O:2][C:3]1[CH:11]=[C:10]2[C:6]([CH:7]=[N:8][NH:9]2)=[CH:5][C:4]=1[NH:12][C:13]1[C:14]2[C:21]3[CH2:22][CH2:23][CH:24]([C:26]([OH:28])=O)[CH2:25][C:20]=3[S:19][C:15]=2[N:16]=[CH:17][N:18]=1.[NH:29]1[CH2:32][CH:31]([C:33]#[N:34])[CH2:30]1, predict the reaction product. The product is: [CH3:1][O:2][C:3]1[CH:11]=[C:10]2[C:6]([CH:7]=[N:8][NH:9]2)=[CH:5][C:4]=1[NH:12][C:13]1[C:14]2[C:21]3[CH2:22][CH2:23][CH:24]([C:26]([N:29]4[CH2:32][CH:31]([C:33]#[N:34])[CH2:30]4)=[O:28])[CH2:25][C:20]=3[S:19][C:15]=2[N:16]=[CH:17][N:18]=1.